Task: Predict which catalyst facilitates the given reaction.. Dataset: Catalyst prediction with 721,799 reactions and 888 catalyst types from USPTO (1) Reactant: Cl.NO.[OH:4][C:5]1[CH:6]=[N:7][C:8]([N:11]2[CH2:16][CH2:15][N:14]([C:17]#[N:18])[CH2:13][C@H:12]2[CH3:19])=[N:9][CH:10]=1.C(=O)([O-])[O-].[Na+].[Na+].[N:26]1C=CC=CC=1.[F:32][C:33]([F:44])([F:43])[C:34](O[C:34](=[O:35])[C:33]([F:44])([F:43])[F:32])=[O:35]. Product: [CH3:19][C@@H:12]1[CH2:13][N:14]([C:17]2[N:26]=[C:34]([C:33]([F:44])([F:43])[F:32])[O:35][N:18]=2)[CH2:15][CH2:16][N:11]1[C:8]1[N:9]=[CH:10][C:5]([OH:4])=[CH:6][N:7]=1. The catalyst class is: 575. (2) Product: [ClH:9].[Cl:24][C:21]1[CH:22]=[CH:23][C:18]([NH:17][C:15](=[O:16])[C:14]2[CH:25]=[C:26]([O:29][CH3:30])[CH:27]=[CH:28][C:13]=2[NH:12][C:7](=[O:8])[C:6]2[CH:10]=[CH:11][C:3]([C:1]#[N:2])=[CH:4][CH:5]=2)=[N:19][CH:20]=1. Reactant: [C:1]([C:3]1[CH:11]=[CH:10][C:6]([C:7]([Cl:9])=[O:8])=[CH:5][CH:4]=1)#[N:2].[NH2:12][C:13]1[CH:28]=[CH:27][C:26]([O:29][CH3:30])=[CH:25][C:14]=1[C:15]([NH:17][C:18]1[CH:23]=[CH:22][C:21]([Cl:24])=[CH:20][N:19]=1)=[O:16].N1C=CC=CC=1. The catalyst class is: 1.